The task is: Regression. Given two drug SMILES strings and cell line genomic features, predict the synergy score measuring deviation from expected non-interaction effect.. This data is from NCI-60 drug combinations with 297,098 pairs across 59 cell lines. (1) Drug 1: C1=C(C(=O)NC(=O)N1)F. Drug 2: CC(C1=C(C=CC(=C1Cl)F)Cl)OC2=C(N=CC(=C2)C3=CN(N=C3)C4CCNCC4)N. Cell line: IGROV1. Synergy scores: CSS=40.3, Synergy_ZIP=9.94, Synergy_Bliss=10.1, Synergy_Loewe=9.93, Synergy_HSA=10.2. (2) Drug 1: C1CCC(C1)C(CC#N)N2C=C(C=N2)C3=C4C=CNC4=NC=N3. Drug 2: C1CCC(CC1)NC(=O)N(CCCl)N=O. Cell line: SK-MEL-28. Synergy scores: CSS=24.9, Synergy_ZIP=10.4, Synergy_Bliss=10.2, Synergy_Loewe=5.53, Synergy_HSA=6.06. (3) Drug 1: CCCCCOC(=O)NC1=NC(=O)N(C=C1F)C2C(C(C(O2)C)O)O. Drug 2: CC1=C2C(C(=O)C3(C(CC4C(C3C(C(C2(C)C)(CC1OC(=O)C(C(C5=CC=CC=C5)NC(=O)C6=CC=CC=C6)O)O)OC(=O)C7=CC=CC=C7)(CO4)OC(=O)C)O)C)OC(=O)C. Cell line: DU-145. Synergy scores: CSS=50.7, Synergy_ZIP=4.41, Synergy_Bliss=0.0853, Synergy_Loewe=-38.7, Synergy_HSA=-0.647. (4) Drug 1: C1=CN(C(=O)N=C1N)C2C(C(C(O2)CO)O)O.Cl. Drug 2: C1=NNC2=C1C(=O)NC=N2. Cell line: HL-60(TB). Synergy scores: CSS=61.9, Synergy_ZIP=-0.273, Synergy_Bliss=0.647, Synergy_Loewe=-35.6, Synergy_HSA=0.790. (5) Drug 1: CCC1(CC2CC(C3=C(CCN(C2)C1)C4=CC=CC=C4N3)(C5=C(C=C6C(=C5)C78CCN9C7C(C=CC9)(C(C(C8N6C)(C(=O)OC)O)OC(=O)C)CC)OC)C(=O)OC)O. Drug 2: CC(C)(C#N)C1=CC=C(C=C1)N2C3=C4C=C(C=CC4=NC=C3N(C2=O)C)C5=CC6=CC=CC=C6N=C5. Cell line: SW-620. Synergy scores: CSS=70.1, Synergy_ZIP=1.15, Synergy_Bliss=0.442, Synergy_Loewe=2.41, Synergy_HSA=6.20. (6) Drug 1: CN(CC1=CN=C2C(=N1)C(=NC(=N2)N)N)C3=CC=C(C=C3)C(=O)NC(CCC(=O)O)C(=O)O. Drug 2: CC(C)NC(=O)C1=CC=C(C=C1)CNNC.Cl. Cell line: NCI-H322M. Synergy scores: CSS=18.8, Synergy_ZIP=0.384, Synergy_Bliss=1.09, Synergy_Loewe=-50.7, Synergy_HSA=0.0284.